From a dataset of Forward reaction prediction with 1.9M reactions from USPTO patents (1976-2016). Predict the product of the given reaction. Given the reactants ClC1C=CC(C(Cl)=O)=CC=1.Cl[C:12]1[CH:17]=[CH:16][C:15]([C:18]#[N:19])=[CH:14][N:13]=1.Cl[C:21]1[CH:26]=[C:25]([Cl:27])[CH:24]=[CH:23][C:22]=1[C:28]1[C:33]([C:34]2[NH:35][CH:36]=[CH:37][N:38]=2)=[CH:32][N:31]=[C:30]([NH:39][CH2:40][CH2:41][NH:42]C2C=CC([N+]([O-])=O)=CN=2)[N:29]=1, predict the reaction product. The product is: [Cl:27][C:25]1[CH:24]=[CH:23][C:22]([C:28]2[C:33]([C:34]3[NH:38][CH:37]=[CH:36][N:35]=3)=[CH:32][N:31]=[C:30]([NH:39][CH2:40][CH2:41][NH:42][C:12]3[N:13]=[CH:14][C:15]([C:18]#[N:19])=[CH:16][CH:17]=3)[N:29]=2)=[CH:21][CH:26]=1.